This data is from Catalyst prediction with 721,799 reactions and 888 catalyst types from USPTO. The task is: Predict which catalyst facilitates the given reaction. (1) Reactant: C(N(C(C)C)CC)(C)C.[F:10][C:11]1[CH:12]=[C:13]([NH2:17])[CH:14]=[N:15][CH:16]=1.CN(C(ON1N=NC2C=CC=NC1=2)=[N+](C)C)C.F[P-](F)(F)(F)(F)F.[Br:42][C:43]1[CH:44]=[CH:45][C:46]([O:52][CH2:53][C:54]2[CH:59]=[CH:58][CH:57]=[CH:56][CH:55]=2)=[C:47]([CH:51]=1)[C:48](O)=[O:49]. Product: [Br:42][C:43]1[CH:44]=[CH:45][C:46]([O:52][CH2:53][C:54]2[CH:55]=[CH:56][CH:57]=[CH:58][CH:59]=2)=[C:47]([CH:51]=1)[C:48]([NH:17][C:13]1[CH:14]=[N:15][CH:16]=[C:11]([F:10])[CH:12]=1)=[O:49]. The catalyst class is: 9. (2) Reactant: C(=O)(O)[O-].[Na+].Cl.[OH:7][CH:8]1[O:16][C@H:15]([CH2:17][OH:18])[C@@H:13]([OH:14])[C@H:11]([OH:12])[C@H:9]1[NH2:10]. Product: [OH:7][CH:8]1[O:16][C@H:15]([CH2:17][OH:18])[C@@H:13]([OH:14])[C@H:11]([OH:12])[C@H:9]1[NH2:10]. The catalyst class is: 2. (3) Reactant: [Cl:1][C:2]1[CH:3]=[CH:4][C:5]([OH:8])=[N:6][CH:7]=1.[Br:9]Br. Product: [Br:9][C:4]1[C:5]([OH:8])=[N:6][CH:7]=[C:2]([Cl:1])[CH:3]=1. The catalyst class is: 15. (4) Reactant: N[C:2]1[CH:3]=[CH:4][C:5]2[N:19]3[C:20]4[C:7](=[CH:8][CH:9]=[CH:10][C:11]=4C4C(C3=O)=CC=CC=4)[C:6]=2[CH:22]=1.CC([O-])(C)C.[Na+].P(C(C)(C)C)(C(C)(C)C)C(C)(C)C. Product: [CH:4]1[C:5]2[NH:19][C:20]3[C:7](=[CH:8][CH:9]=[CH:10][CH:11]=3)[C:6]=2[CH:22]=[CH:2][CH:3]=1. The catalyst class is: 101. (5) Product: [C:37]12([NH:47][C:13]([C:6]3[N:5]=[C:4]([CH2:1][CH2:2][CH3:3])[N:8]4[CH:9]=[CH:10][CH:11]=[CH:12][C:7]=34)=[O:15])[CH2:44][CH:43]3[CH2:42][CH:41]([CH2:40][CH:39]([CH2:45]3)[CH2:38]1)[CH2:46]2. The catalyst class is: 39. Reactant: [CH2:1]([C:4]1[N:8]2[CH:9]=[CH:10][CH:11]=[CH:12][C:7]2=[C:6]([C:13]([OH:15])=O)[N:5]=1)[CH2:2][CH3:3].C(Cl)CCl.C1C=CC2N(O)N=NC=2C=1.CCN(CC)CC.[C:37]12([NH2:47])[CH2:46][CH:41]3[CH2:42][CH:43]([CH2:45][CH:39]([CH2:40]3)[CH2:38]1)[CH2:44]2. (6) Reactant: [F:1][C:2]1[CH:7]=[CH:6][C:5]([N:8]=[C:9]=[S:10])=[CH:4][CH:3]=1.[C:11]([O:15]C)(=O)[CH2:12][SH:13].C(N(CC)CC)C. Product: [F:1][C:2]1[CH:7]=[CH:6][C:5]([N:8]2[C:11](=[O:15])[CH2:12][S:13][C:9]2=[S:10])=[CH:4][CH:3]=1. The catalyst class is: 4. (7) Reactant: Cl.[Cl:2][C:3]1[CH:12]=[CH:11][C:10]2[N:9]=[CH:8][C:7]3[N:13]=[N:14][N:15]([CH:16]4[CH2:21][CH2:20][NH:19][CH2:18][CH2:17]4)[C:6]=3[C:5]=2[N:4]=1.[OH:22][C@H:23]([CH3:27])[C:24](O)=[O:25].CN(C(ON1N=NC2C=CC=NC1=2)=[N+](C)C)C.F[P-](F)(F)(F)(F)F.CCN(C(C)C)C(C)C. Product: [Cl:2][C:3]1[CH:12]=[CH:11][C:10]2[N:9]=[CH:8][C:7]3[N:13]=[N:14][N:15]([CH:16]4[CH2:21][CH2:20][N:19]([C:24](=[O:25])[C@H:23]([OH:22])[CH3:27])[CH2:18][CH2:17]4)[C:6]=3[C:5]=2[N:4]=1. The catalyst class is: 18.